Task: Predict which catalyst facilitates the given reaction.. Dataset: Catalyst prediction with 721,799 reactions and 888 catalyst types from USPTO (1) Reactant: S1C=CN=C1C(=O)C.[S:9]1[CH:13]=[CH:12][N:11]=[C:10]1[C:14]1[CH:18]=[C:17]([C:19]([F:22])([F:21])[F:20])[N:16]([C:23]2[N:28]=[N:27][C:26]([NH2:29])=[CH:25][CH:24]=2)[N:15]=1.C(N(CC)C(C)C)(C)C.[Br:39][C:40]1[CH:41]=[C:42]([CH:46]=[CH:47][CH:48]=1)[C:43](Cl)=[O:44].C(=O)(O)[O-].[Na+]. Product: [S:9]1[CH:13]=[CH:12][N:11]=[C:10]1[C:14]1[CH:18]=[C:17]([C:19]([F:20])([F:22])[F:21])[N:16]([C:23]2[N:28]=[N:27][C:26]([NH2:29])=[CH:25][CH:24]=2)[N:15]=1.[Br:39][C:40]1[CH:41]=[C:42]([CH:46]=[CH:47][CH:48]=1)[C:43]([NH:29][C:26]1[N:27]=[N:28][C:23]([N:16]2[C:17]([C:19]([F:21])([F:20])[F:22])=[CH:18][C:14]([C:10]3[S:9][CH:13]=[CH:12][N:11]=3)=[N:15]2)=[CH:24][CH:25]=1)=[O:44]. The catalyst class is: 7. (2) Reactant: [CH3:1][C:2]1[N:10]([CH:11]([CH3:14])[CH:12]=[O:13])[C:5]2=[N:6][CH:7]=[CH:8][CH:9]=[C:4]2[C:3]=1[C:15]([O:17][C:18]([CH3:21])([CH3:20])[CH3:19])=[O:16].[Si]([C:26]([F:29])([F:28])[F:27])(C)(C)C.CCCC[N+](CCCC)(CCCC)CCCC.[F-].[NH4+].[Cl-]. Product: [CH3:1][C:2]1[N:10]([CH:11]([CH:12]([OH:13])[C:26]([F:29])([F:28])[F:27])[CH3:14])[C:5]2=[N:6][CH:7]=[CH:8][CH:9]=[C:4]2[C:3]=1[C:15]([O:17][C:18]([CH3:20])([CH3:19])[CH3:21])=[O:16]. The catalyst class is: 1. (3) The catalyst class is: 19. Reactant: Cl.[CH:2]1[C:14]2[NH:13][C:12]3[C:7](=[CH:8][CH:9]=[CH:10][CH:11]=3)[C:6]=2[CH:5]=[CH:4][C:3]=1[O:15][CH2:16][CH2:17][NH:18][CH2:19][CH:20]([C:22]1[CH:23]=[CH:24][C:25]([O:31]CC2C=CC=CC=2)=[C:26]([NH:28][CH:29]=[O:30])[CH:27]=1)[OH:21].CO.C(Cl)(Cl)[Cl:42]. Product: [ClH:42].[CH:2]1[C:14]2[NH:13][C:12]3[C:7](=[CH:8][CH:9]=[CH:10][CH:11]=3)[C:6]=2[CH:5]=[CH:4][C:3]=1[O:15][CH2:16][CH2:17][NH:18][CH2:19][CH:20]([C:22]1[CH:23]=[CH:24][C:25]([OH:31])=[C:26]([NH:28][CH:29]=[O:30])[CH:27]=1)[OH:21]. (4) Product: [CH3:13][O:14][CH:15]([O:18][CH3:19])[CH2:16][NH:17][C:2]1[C:7]([N+:8]([O-:10])=[O:9])=[CH:6][CH:5]=[C:4]([O:11][CH3:12])[N:3]=1. The catalyst class is: 444. Reactant: Cl[C:2]1[C:7]([N+:8]([O-:10])=[O:9])=[CH:6][CH:5]=[C:4]([O:11][CH3:12])[N:3]=1.[CH3:13][O:14][CH:15]([O:18][CH3:19])[CH2:16][NH2:17].C(=O)([O-])[O-].[K+].[K+]. (5) Reactant: [Si:1]([O:8][CH2:9]/[CH:10]=[N:11]/[S:12]([C:14]([CH3:17])([CH3:16])[CH3:15])=[O:13])([C:4]([CH3:7])([CH3:6])[CH3:5])([CH3:3])[CH3:2].C(Cl)Cl.[S:21]1[CH:25]=[CH:24][CH:23]=[C:22]1[Li].CO. Product: [CH3:5][C:4]([CH3:7])([Si:1]([CH3:3])([CH3:2])[O:8][CH2:9][C@H:10]([C:22]1[S:21][CH:25]=[CH:24][CH:23]=1)[NH:11][S+:12]([O-:13])[C:14]([CH3:17])([CH3:16])[CH3:15])[CH3:6]. The catalyst class is: 625. (6) Reactant: Cl[C:2]1[CH:7]=[CH:6][N:5]=[C:4]([N:8]2[CH2:19][CH2:18][N:17]3[C:10](=[CH:11][C:12]4[CH2:13][C:14]([CH3:21])([CH3:20])[CH2:15][C:16]=43)[C:9]2=[O:22])[C:3]=1[CH:23]=[O:24].[CH3:25][N:26]1[CH:31]=[C:30](B2OC(C)(C)C(C)(C)O2)[CH:29]=[C:28]([NH:41][C:42]2[CH:51]=[C:45]3[CH2:46][N:47]([CH3:50])[CH2:48][CH2:49][N:44]3[N:43]=2)[C:27]1=[O:52]. Product: [CH3:20][C:14]1([CH3:21])[CH2:13][C:12]2[CH:11]=[C:10]3[N:17]([CH2:18][CH2:19][N:8]([C:4]4[C:3]([CH:23]=[O:24])=[C:2]([C:30]5[CH:29]=[C:28]([NH:41][C:42]6[CH:51]=[C:45]7[CH2:46][N:47]([CH3:50])[CH2:48][CH2:49][N:44]7[N:43]=6)[C:27](=[O:52])[N:26]([CH3:25])[CH:31]=5)[CH:7]=[CH:6][N:5]=4)[C:9]3=[O:22])[C:16]=2[CH2:15]1. The catalyst class is: 431. (7) Reactant: N[C:2]1[C:6]([CH2:7][C:8]2[CH:13]=[CH:12][C:11]([CH2:14][CH3:15])=[CH:10][CH:9]=2)=[C:5](N)[NH:4][N:3]=1.P(=O)(O)(O)O.N([O-])=O.[Na+].[OH-].[Na+]. Product: [CH2:14]([C:11]1[CH:12]=[CH:13][C:8]([CH2:7][C:6]2[CH:2]=[N:3][NH:4][CH:5]=2)=[CH:9][CH:10]=1)[CH3:15]. The catalyst class is: 6.